From a dataset of Forward reaction prediction with 1.9M reactions from USPTO patents (1976-2016). Predict the product of the given reaction. The product is: [CH3:9][S:10][C:11]1[N:20]=[C:19]2[C:14]([CH:15]=[C:16]([C:25]([CH:2]3[C:3](=[O:7])[CH2:4][CH2:5][CH2:6][C:1]3=[O:8])=[O:26])[C:17]([C:21]([F:24])([F:23])[F:22])=[N:18]2)=[CH:13][CH:12]=1. Given the reactants [C:1]1(=[O:8])[CH2:6][CH2:5][CH2:4][C:3](=[O:7])[CH2:2]1.[CH3:9][S:10][C:11]1[N:20]=[C:19]2[C:14]([CH:15]=[C:16]([C:25](O)=[O:26])[C:17]([C:21]([F:24])([F:23])[F:22])=[N:18]2)=[CH:13][CH:12]=1, predict the reaction product.